Predict the reaction yield, written as a fraction of the theoretical maximum amount of product (1.0 means a 100% yield; for example, 0.34 means a 34% yield). From a dataset of Reaction yield outcomes from USPTO patents with 853,638 reactions. (1) The reactants are [CH3:1][O:2][C:3](=[O:24])[CH2:4][CH2:5][S:6][CH2:7][C:8]1[CH:13]=[CH:12][C:11]([C:14](=[O:23])[CH2:15][C:16]([O:18][C:19]([CH3:22])([CH3:21])[CH3:20])=[O:17])=[CH:10][CH:9]=1.CO[CH:27](OC)[N:28](C)C.Cl.NO. No catalyst specified. The product is [CH3:1][O:2][C:3](=[O:24])[CH2:4][CH2:5][S:6][CH2:7][C:8]1[CH:13]=[CH:12][C:11]([C:14]2[O:23][N:28]=[CH:27][C:15]=2[C:16]([O:18][C:19]([CH3:20])([CH3:21])[CH3:22])=[O:17])=[CH:10][CH:9]=1. The yield is 0.650. (2) The reactants are [C@@H:1]1([NH:10][C:11]2[C:12]3[CH:19]=[CH:18][N:17]([C@H:20]4[C@@:36](C)([OH:37])[C@@H:23]5[O:24]C(C6C=CC(OC)=CC=6)[O:26][CH2:27][C@@H:22]5[CH2:21]4)[C:13]=3[N:14]=[CH:15][N:16]=2)[C:9]2[C:4](=[CH:5][CH:6]=[CH:7][CH:8]=2)[CH2:3][CH2:2]1.N[C@@H]1C2C(=CC=CC=2)CC1.O.CC(O)=O. The catalyst is C1COCC1. The product is [C@@H:1]1([NH:10][C:11]2[C:12]3[CH:19]=[CH:18][N:17]([C@@H:20]4[CH2:21][C@@H:22]([CH2:27][OH:26])[C@@H:23]([OH:24])[C@H:36]4[OH:37])[C:13]=3[N:14]=[CH:15][N:16]=2)[C:9]2[C:4](=[CH:5][CH:6]=[CH:7][CH:8]=2)[CH2:3][CH2:2]1. The yield is 0.760. (3) The reactants are [CH3:1][N:2]1[CH2:7][CH2:6][CH2:5][C@@H:4]([NH:8][C:9]([C:11]2[C:19]3[C:14](=[N:15][CH:16]=[C:17]([CH:20]4[CH2:22][CH2:21]4)[N:18]=3)[N:13](COCC[Si](C)(C)C)[CH:12]=2)=[O:10])[C:3]1=[O:31].C1OCCOCCOCCOCCOCCOC1.[F-].[Cs+]. The catalyst is C(#N)C. The product is [CH3:1][N:2]1[CH2:7][CH2:6][CH2:5][C@@H:4]([NH:8][C:9]([C:11]2[C:19]3[C:14](=[N:15][CH:16]=[C:17]([CH:20]4[CH2:22][CH2:21]4)[N:18]=3)[NH:13][CH:12]=2)=[O:10])[C:3]1=[O:31]. The yield is 0.590. (4) The reactants are [Cl:1][C:2]1[CH:7]=[CH:6][C:5]([CH:8]2[CH:17]([C:18]3[N:19]([CH3:23])[CH:20]=[CH:21][N:22]=3)[C:16](=O)[C:15]3[C:14]([C:25]([O:27]CC)=O)=[CH:13][CH:12]=[CH:11][C:10]=3[NH:9]2)=[CH:4][CH:3]=1.O.[NH2:31][NH2:32]. The catalyst is CO. The product is [Cl:1][C:2]1[CH:3]=[CH:4][C:5]([CH:8]2[NH:9][C:10]3[C:15]4[C:16](=[N:31][NH:32][C:25](=[O:27])[C:14]=4[CH:13]=[CH:12][CH:11]=3)[CH:17]2[C:18]2[N:19]([CH3:23])[CH:20]=[CH:21][N:22]=2)=[CH:6][CH:7]=1. The yield is 0.650. (5) The reactants are N.[CH3:2][O:3][C:4]1[CH:5]=[C:6]2[C:11](=[CH:12][C:13]=1[O:14][CH2:15][CH:16]1[CH2:21][CH2:20][N:19]([CH3:22])[CH2:18][CH2:17]1)[N:10]=[CH:9][N:8](COC(=O)C(C)(C)C)[C:7]2=[O:31]. The catalyst is CO.C(Cl)Cl. The yield is 0.830. The product is [CH3:2][O:3][C:4]1[CH:5]=[C:6]2[C:11](=[CH:12][C:13]=1[O:14][CH2:15][CH:16]1[CH2:21][CH2:20][N:19]([CH3:22])[CH2:18][CH2:17]1)[N:10]=[CH:9][NH:8][C:7]2=[O:31]. (6) The reactants are [CH2:1]([Mg]Cl)[CH2:2][CH2:3][CH2:4][CH2:5][CH2:6][CH2:7][CH2:8][CH2:9][CH2:10][CH2:11][CH2:12][CH2:13][CH3:14].[B:17](OCC)([O:21]CC)[O:18]CC. The catalyst is C1COCC1. The product is [CH2:1]([B:17]([OH:21])[OH:18])[CH2:2][CH2:3][CH2:4][CH2:5][CH2:6][CH2:7][CH2:8][CH2:9][CH2:10][CH2:11][CH2:12][CH2:13][CH3:14]. The yield is 0.930.